This data is from Reaction yield outcomes from USPTO patents with 853,638 reactions. The task is: Predict the reaction yield, written as a fraction of the theoretical maximum amount of product (1.0 means a 100% yield; for example, 0.34 means a 34% yield). (1) The reactants are [NH2:1][C:2]1[CH:7]=[C:6]([F:8])[CH:5]=[CH:4][C:3]=1[C:9]([C:11]1[S:12][CH:13]=[CH:14][CH:15]=1)=[O:10].NC1C=C(F)C=CC=1[C:19](O)=[O:20].[NH2:27][C:28]1[S:29][CH:30]=[CH:31][N:32]=1. No catalyst specified. The product is [F:8][C:6]1[CH:5]=[CH:4][C:3]([C:9]([C:11]2[S:12][CH:13]=[CH:14][CH:15]=2)=[O:10])=[C:2]([NH:1][C:19]([NH:27][C:28]2[S:29][CH:30]=[CH:31][N:32]=2)=[O:20])[CH:7]=1. The yield is 0.650. (2) The reactants are CO[C:3](=[O:21])[C:4]1[CH:9]=[C:8]([C:10]2[N:11]([CH:15]([CH3:17])[CH3:16])[N:12]=[CH:13][CH:14]=2)[C:7]([CH2:18][F:19])=[CH:6][C:5]=1[NH2:20].CC[N:24]([CH2:27]C)CC.[CH3:29][S:30]([NH:33]N)(=[O:32])=[O:31].[OH-:35].[Na+]. The catalyst is C(Cl)Cl. The product is [F:19][CH2:18][C:7]1[CH:6]=[C:5]2[C:4]([C:3](=[O:21])[N:24]([NH:33][S:30]([CH3:29])(=[O:32])=[O:31])[C:27](=[O:35])[NH:20]2)=[CH:9][C:8]=1[C:10]1[N:11]([CH:15]([CH3:16])[CH3:17])[N:12]=[CH:13][CH:14]=1. The yield is 0.690.